The task is: Predict the reaction yield, written as a fraction of the theoretical maximum amount of product (1.0 means a 100% yield; for example, 0.34 means a 34% yield).. This data is from Reaction yield outcomes from USPTO patents with 853,638 reactions. (1) The reactants are Cl[C:2]1[C:11]2[C:6](=[CH:7][C:8]([O:14][CH2:15][CH:16]3[CH2:21][CH2:20][N:19]([CH3:22])[CH2:18][CH2:17]3)=[C:9]([O:12]C)[CH:10]=2)[N:5]=[CH:4][N:3]=1.NC(C(O)=[O:30])CCSC.[OH-].[Na+]. The catalyst is CS(O)(=O)=O. The product is [CH3:22][N:19]1[CH2:20][CH2:21][CH:16]([CH2:15][O:14][C:8]2[CH:7]=[C:6]3[C:11]([C:2]([OH:30])=[N:3][CH:4]=[N:5]3)=[CH:10][C:9]=2[OH:12])[CH2:17][CH2:18]1. The yield is 0.710. (2) The reactants are [F:1][C:2]([F:10])([F:9])[CH2:3][CH2:4][S:5](Cl)(=[O:7])=[O:6].[C:11]([C:13]1[C:14]([C:33]([NH:35][N:36]2[CH2:41][CH2:40][CH2:39][CH2:38][CH2:37]2)=[O:34])=[N:15][N:16]([C:25]2[CH:30]=[CH:29][C:28]([Cl:31])=[CH:27][C:26]=2[Cl:32])[C:17]=1[C:18]1[CH:23]=[CH:22][C:21]([OH:24])=[CH:20][CH:19]=1)#[N:12].O. The catalyst is C(Cl)Cl. The product is [F:1][C:2]([F:10])([F:9])[CH2:3][CH2:4][S:5]([O:24][C:21]1[CH:22]=[CH:23][C:18]([C:17]2[N:16]([C:25]3[CH:30]=[CH:29][C:28]([Cl:31])=[CH:27][C:26]=3[Cl:32])[N:15]=[C:14]([C:33]([NH:35][N:36]3[CH2:37][CH2:38][CH2:39][CH2:40][CH2:41]3)=[O:34])[C:13]=2[C:11]#[N:12])=[CH:19][CH:20]=1)(=[O:7])=[O:6]. The yield is 0.300.